From a dataset of NCI-60 drug combinations with 297,098 pairs across 59 cell lines. Regression. Given two drug SMILES strings and cell line genomic features, predict the synergy score measuring deviation from expected non-interaction effect. (1) Drug 1: CC1=C(C=C(C=C1)NC2=NC=CC(=N2)N(C)C3=CC4=NN(C(=C4C=C3)C)C)S(=O)(=O)N.Cl. Drug 2: C1=NC2=C(N=C(N=C2N1C3C(C(C(O3)CO)O)O)F)N. Cell line: SN12C. Synergy scores: CSS=2.55, Synergy_ZIP=-4.32, Synergy_Bliss=-2.11, Synergy_Loewe=-4.40, Synergy_HSA=-4.01. (2) Cell line: SF-295. Drug 2: CCC1(CC2CC(C3=C(CCN(C2)C1)C4=CC=CC=C4N3)(C5=C(C=C6C(=C5)C78CCN9C7C(C=CC9)(C(C(C8N6C)(C(=O)OC)O)OC(=O)C)CC)OC)C(=O)OC)O.OS(=O)(=O)O. Synergy scores: CSS=-3.22, Synergy_ZIP=-1.21, Synergy_Bliss=-3.04, Synergy_Loewe=-10.5, Synergy_HSA=-5.24. Drug 1: CN1C(=O)N2C=NC(=C2N=N1)C(=O)N. (3) Drug 1: CC1=CC=C(C=C1)C2=CC(=NN2C3=CC=C(C=C3)S(=O)(=O)N)C(F)(F)F. Drug 2: C#CCC(CC1=CN=C2C(=N1)C(=NC(=N2)N)N)C3=CC=C(C=C3)C(=O)NC(CCC(=O)O)C(=O)O. Cell line: NCI-H522. Synergy scores: CSS=66.7, Synergy_ZIP=3.77, Synergy_Bliss=-0.0947, Synergy_Loewe=-30.8, Synergy_HSA=-2.09. (4) Drug 1: C1C(C(OC1N2C=C(C(=O)NC2=O)F)CO)O. Drug 2: C#CCC(CC1=CN=C2C(=N1)C(=NC(=N2)N)N)C3=CC=C(C=C3)C(=O)NC(CCC(=O)O)C(=O)O. Cell line: SR. Synergy scores: CSS=87.9, Synergy_ZIP=-1.66, Synergy_Bliss=-1.97, Synergy_Loewe=-0.536, Synergy_HSA=0.709.